This data is from Full USPTO retrosynthesis dataset with 1.9M reactions from patents (1976-2016). The task is: Predict the reactants needed to synthesize the given product. (1) The reactants are: [Br:1][C:2]1[CH:3]=[CH:4][C:5]([N+:21]([O-])=O)=[C:6]([NH:8][CH:9]2[CH2:13][CH2:12][N:11]([C:14]([O:16][C:17]([CH3:20])([CH3:19])[CH3:18])=[O:15])[CH2:10]2)[CH:7]=1.[NH4+].[Cl-]. Given the product [NH2:21][C:5]1[CH:4]=[CH:3][C:2]([Br:1])=[CH:7][C:6]=1[NH:8][CH:9]1[CH2:13][CH2:12][N:11]([C:14]([O:16][C:17]([CH3:20])([CH3:19])[CH3:18])=[O:15])[CH2:10]1, predict the reactants needed to synthesize it. (2) The reactants are: [CH2:1]([O:3][C:4]1[CH:5]=[C:6]([C:13]([O:21]C)(OC)[CH2:14][CH2:15][C:16]([O-:18])=O)[CH:7]=[CH:8][C:9]=1[O:10][CH2:11][CH3:12])[CH3:2].[K+].ClC1C=C(Cl)C=C(Cl)C=1C(Cl)=O.[CH3:36][CH:37]([CH3:54])[CH2:38][CH2:39][O:40][C:41]1[CH:46]=[C:45]([C:47]2[CH:52]=[CH:51][CH:50]=[CH:49][CH:48]=2)[N:44]=[C:43]([NH2:53])[CH:42]=1.Cl. Given the product [CH2:1]([O:3][C:4]1[CH:5]=[C:6]([C:13](=[O:21])[CH2:14][CH2:15][C:16]([NH:53][C:43]2[CH:42]=[C:41]([O:40][CH2:39][CH2:38][CH:37]([CH3:54])[CH3:36])[CH:46]=[C:45]([C:47]3[CH:48]=[CH:49][CH:50]=[CH:51][CH:52]=3)[N:44]=2)=[O:18])[CH:7]=[CH:8][C:9]=1[O:10][CH2:11][CH3:12])[CH3:2], predict the reactants needed to synthesize it. (3) The reactants are: [Cl:1][C:2]1[N:7]=[C:6](Cl)[CH:5]=[CH:4][N:3]=1.C(=O)([O-])[O-].[K+].[K+].[Br:15][C:16]1[NH:20][CH:19]=[N:18][CH:17]=1.O. Given the product [Br:15][C:16]1[N:20]([C:6]2[CH:5]=[CH:4][N:3]=[C:2]([Cl:1])[N:7]=2)[CH:19]=[N:18][CH:17]=1, predict the reactants needed to synthesize it. (4) Given the product [C:1]([O:5][C:6](=[O:7])[NH:8][C@@H:12]([CH2:11][C@H:10]([CH2:9][C:32]1[CH:37]=[CH:36][C:35]([O:38][CH3:39])=[C:34]([O:40][CH2:41][CH2:42][CH2:43][O:44][CH3:45])[CH:33]=1)[CH:29]([CH3:31])[CH3:30])[C@@H:13]([OH:28])[CH2:14][C@H:15]([CH2:19][OH:20])[CH:16]([CH3:17])[CH3:18])([CH3:4])([CH3:2])[CH3:3], predict the reactants needed to synthesize it. The reactants are: [C:1]([O:5][C:6]([N:8]1[C@H:12]([C@@H:13]([OH:28])[CH2:14][C@H:15]([CH2:19][O:20]CC2C=CC=CC=2)[CH:16]([CH3:18])[CH3:17])[CH2:11][C@@H:10]([CH:29]([CH3:31])[CH3:30])[C@@H:9]1[C:32]1[CH:37]=[CH:36][C:35]([O:38][CH3:39])=[C:34]([O:40][CH2:41][CH2:42][CH2:43][O:44][CH3:45])[CH:33]=1)=[O:7])([CH3:4])([CH3:3])[CH3:2].N.[Na].[Cl-].[NH4+]. (5) Given the product [O:26]=[C:25]([C:27]1[CH:32]=[CH:31][CH:30]=[CH:29][N:28]=1)[C:2]#[N:1], predict the reactants needed to synthesize it. The reactants are: [NH2:1][C:2]1C=CNN=1.COC(=O)C1C=CC(OCC2CC2)=C(Cl)C=1.CO[C:25]([C:27]1[CH:32]=[CH:31][CH:30]=[CH:29][N:28]=1)=[O:26]. (6) Given the product [CH3:1][C:2]1[C:3]([O:18][CH2:51][CH2:52][CH2:53][N:43]2[CH2:34][CH2:35][CH2:36][CH2:37][CH2:32]2)=[CH:4][N:5]2[C:10]=1[C:9]([O:11][C:12]1[CH:17]=[CH:16][CH:15]=[CH:14][CH:13]=1)=[N:8][CH:7]=[N:6]2, predict the reactants needed to synthesize it. The reactants are: [CH3:1][C:2]1[C:3]([OH:18])=[CH:4][N:5]2[C:10]=1[C:9]([O:11][C:12]1[CH:17]=[CH:16][CH:15]=[CH:14][CH:13]=1)=[N:8][CH:7]=[N:6]2.[C:36]1(P([C:32]2[CH:37]=[CH:36][CH:35]=[CH:34]C=2)[C:36]2[CH:37]=[CH:32]C=[CH:34][CH:35]=2)[CH:37]=[CH:32]C=[CH:34][CH:35]=1.CCOC(/[N:43]=N/C(OCC)=O)=O.O1C[CH2:53][CH2:52][CH2:51]1. (7) Given the product [C:1]([O:4][CH2:5][C@@H:6]1[C@@H:13]2[C@@H:9]([O:10][C:11]([CH3:15])([CH3:14])[O:12]2)[C@H:8]([N:16]2[CH:24]=[N:23][C:22]3[C:17]2=[N:18][CH:19]=[N:20][C:21]=3[C:31]2[O:32][CH:33]=[CH:34][CH:35]=2)[O:7]1)(=[O:3])[CH3:2], predict the reactants needed to synthesize it. The reactants are: [C:1]([O:4][CH2:5][C@@H:6]1[C@@H:13]2[C@@H:9]([O:10][C:11]([CH3:15])([CH3:14])[O:12]2)[C@H:8]([N:16]2[CH:24]=[N:23][C:22]3[C:17]2=[N:18][CH:19]=[N:20][C:21]=3Br)[O:7]1)(=[O:3])[CH3:2].C([Sn](CCCC)(CCCC)[C:31]1[O:32][CH:33]=[CH:34][CH:35]=1)CCC. (8) Given the product [Cl:11][C:12]1[CH:19]=[C:18]([OH:20])[CH:17]=[CH:16][C:13]=1[CH:14]=[O:22], predict the reactants needed to synthesize it. The reactants are: [H-].C([Al+]CC(C)C)C(C)C.[Cl:11][C:12]1[CH:19]=[C:18]([OH:20])[CH:17]=[CH:16][C:13]=1[C:14]#N.Cl.[O:22]1CCCC1.